This data is from Full USPTO retrosynthesis dataset with 1.9M reactions from patents (1976-2016). The task is: Predict the reactants needed to synthesize the given product. (1) Given the product [Br:1][C:2]1[CH:3]=[C:4]([CH:9]=[CH:10][C:11]([N:16]([O:17][CH3:18])[CH3:15])=[O:12])[CH:5]=[CH:6][C:7]=1[F:8], predict the reactants needed to synthesize it. The reactants are: [Br:1][C:2]1[CH:3]=[C:4]([CH:9]=[CH:10][C:11](Cl)=[O:12])[CH:5]=[CH:6][C:7]=1[F:8].Cl.[CH3:15][NH:16][O:17][CH3:18].N1C=CC=CC=1. (2) Given the product [C:2]([C:7]1[O:11][C:10]([CH2:12][N:13]2[CH:17]=[C:16]([NH:18][C:29](=[O:30])/[CH:28]=[CH:27]/[C:21]3[C:22]([F:26])=[CH:23][CH:24]=[CH:25][C:20]=3[Cl:19])[CH:15]=[N:14]2)=[CH:9][CH:8]=1)(=[O:6])[CH3:1], predict the reactants needed to synthesize it. The reactants are: [CH3:1][C:2]1([C:7]2[O:11][C:10]([CH2:12][N:13]3[CH:17]=[C:16]([NH2:18])[CH:15]=[N:14]3)=[CH:9][CH:8]=2)[O:6]CCO1.[Cl:19][C:20]1[CH:25]=[CH:24][CH:23]=[C:22]([F:26])[C:21]=1/[CH:27]=[CH:28]/[C:29](O)=[O:30]. (3) Given the product [CH2:10]([C:9]1[CH:8]=[CH:7][N:6]=[CH:5][C:4]=1[C:1](=[O:3])[CH3:2])[CH3:11], predict the reactants needed to synthesize it. The reactants are: [C:1]([C:4]1[CH:9]([CH2:10][CH3:11])[CH:8]=[CH:7][N:6](C(OC2C=CC=CC=2)=O)[CH:5]=1)(=[O:3])[CH3:2].[S].C1C2C(CCCC2)CCC1. (4) The reactants are: [N:1]([CH:4]([C:25]1[CH:30]=[CH:29][C:28]([Cl:31])=[CH:27][CH:26]=1)[C:5]1[N:9]([CH:10]([CH3:12])[CH3:11])[C:8]([C:13]2[CH2:14][CH2:15][N:16]([CH3:19])[CH2:17][CH:18]=2)=[N:7][C:6]=1[C:20]([O:22][CH2:23][CH3:24])=[O:21])=[N+]=[N-]. Given the product [NH2:1][CH:4]([C:25]1[CH:26]=[CH:27][C:28]([Cl:31])=[CH:29][CH:30]=1)[C:5]1[N:9]([CH:10]([CH3:11])[CH3:12])[C:8]([C:13]2[CH2:14][CH2:15][N:16]([CH3:19])[CH2:17][CH:18]=2)=[N:7][C:6]=1[C:20]([O:22][CH2:23][CH3:24])=[O:21], predict the reactants needed to synthesize it. (5) Given the product [Br:7][C:8]1[C:9]2[O:17][C:2]([C:3]([OH:5])=[O:4])=[CH:11][C:10]=2[CH:13]=[C:14]([F:16])[CH:15]=1, predict the reactants needed to synthesize it. The reactants are: Cl[CH2:2][C:3]([O:5]C)=[O:4].[Br:7][C:8]1[C:9]([OH:17])=[C:10]([CH:13]=[C:14]([F:16])[CH:15]=1)[CH:11]=O.C(=O)([O-])[O-].[K+].[K+].[OH-].[K+].